This data is from Forward reaction prediction with 1.9M reactions from USPTO patents (1976-2016). The task is: Predict the product of the given reaction. (1) The product is: [OH:27][C:21]([C:23]([F:26])([F:25])[F:24])=[O:22].[O:13]=[C:9]1[N:8]([CH:7]2[CH2:6][CH2:5][NH:4][CH2:3][C:2]2=[O:1])[CH2:12][CH2:11][O:10]1. Given the reactants [O:1]=[C:2]1[CH:7]([N:8]2[CH2:12][CH2:11][O:10][C:9]2=[O:13])[CH2:6][CH2:5][N:4](C(OC(C)(C)C)=O)[CH2:3]1.[C:21]([OH:27])([C:23]([F:26])([F:25])[F:24])=[O:22], predict the reaction product. (2) The product is: [Cl:35][CH2:21][C:22]1[S:29][C:28]2[C:27]3[CH:30]=[CH:31][CH:32]=[CH:33][C:26]=3[S:25][C:24]=2[CH:23]=1. Given the reactants C1C=CC(P(C2C=CC=CC=2)C2C=CC=CC=2)=CC=1.O[CH2:21][C:22]1[S:29][C:28]2[C:27]3[CH:30]=[CH:31][CH:32]=[CH:33][C:26]=3[S:25][C:24]=2[CH:23]=1.C(Cl)(Cl)(Cl)[Cl:35], predict the reaction product.